Regression. Given two drug SMILES strings and cell line genomic features, predict the synergy score measuring deviation from expected non-interaction effect. From a dataset of NCI-60 drug combinations with 297,098 pairs across 59 cell lines. Drug 1: CS(=O)(=O)C1=CC(=C(C=C1)C(=O)NC2=CC(=C(C=C2)Cl)C3=CC=CC=N3)Cl. Drug 2: CC1CCC2CC(C(=CC=CC=CC(CC(C(=O)C(C(C(=CC(C(=O)CC(OC(=O)C3CCCCN3C(=O)C(=O)C1(O2)O)C(C)CC4CCC(C(C4)OC)O)C)C)O)OC)C)C)C)OC. Cell line: PC-3. Synergy scores: CSS=43.2, Synergy_ZIP=9.35, Synergy_Bliss=12.7, Synergy_Loewe=-27.7, Synergy_HSA=12.5.